This data is from Full USPTO retrosynthesis dataset with 1.9M reactions from patents (1976-2016). The task is: Predict the reactants needed to synthesize the given product. Given the product [CH:25]1([CH:9]2[C:8](=[O:13])[CH2:7][CH:6]([C:17]#[C:18][C:19]3[S:20][CH:21]=[CH:22][N:23]=3)[O:24][C:10]2=[O:16])[CH2:29][CH2:28][CH2:27][CH2:26]1, predict the reactants needed to synthesize it. The reactants are: C1([C:6]([OH:24])([C:17]#[C:18][C:19]2[S:20][CH:21]=[CH:22][N:23]=2)[CH2:7][C:8]2[O:13]C(C)(C)O[C:10](=[O:16])[CH:9]=2)CCCC1.[CH:25]1(C(O)(C#CC2C=CC(OC)=CC=2)CC2OC(C)(C)OC(=O)C=2)[CH2:29][CH2:28][CH2:27][CH2:26]1.